Predict the reactants needed to synthesize the given product. From a dataset of Retrosynthesis with 50K atom-mapped reactions and 10 reaction types from USPTO. (1) Given the product O=C(Nc1cnc2ccccc2c1)C1CCN(c2cccc(-c3ccccc3)c2)CC1, predict the reactants needed to synthesize it. The reactants are: Nc1cnc2ccccc2c1.O=C(O)C1CCN(c2cccc(-c3ccccc3)c2)CC1. (2) Given the product CNC(=O)N1CCN(Cc2ccc(-c3cc(C)ccc3Cl)cc2)C[C@@H]1Cc1ccccc1, predict the reactants needed to synthesize it. The reactants are: CN=C=O.Cc1ccc(Cl)c(-c2ccc(CN3CCN[C@@H](Cc4ccccc4)C3)cc2)c1. (3) Given the product Cc1csc(Nc2cc(Oc3cccc4ccccc34)c(C(=O)O)cn2)n1, predict the reactants needed to synthesize it. The reactants are: CCOC(=O)c1cnc(Nc2nc(C)cs2)cc1Oc1cccc2ccccc12. (4) Given the product Cc1ccc2c(c1)c1c(n2CCC(N)=O)CCN(C)C1, predict the reactants needed to synthesize it. The reactants are: CCOC(=O)CCn1c2c(c3cc(C)ccc31)CN(C)CC2.N. (5) Given the product OCC1CCN(c2nnc(-c3ccc(-c4cnc(N5CCC(OC6CCCCC6)CC5)nc4)cc3)s2)CC1, predict the reactants needed to synthesize it. The reactants are: Brc1nnc(-c2ccc(-c3cnc(N4CCC(OC5CCCCC5)CC4)nc3)cc2)s1.OCC1CCNCC1. (6) Given the product CC(C)(C)OC(=O)NC1CCN(Cc2cc3scnc3c(-c3cccc(Cl)c3)c2F)CC1, predict the reactants needed to synthesize it. The reactants are: CC(C)(C)OC(=O)NC1CCNCC1.Fc1c(CBr)cc2scnc2c1-c1cccc(Cl)c1. (7) Given the product CS(=O)(=O)Oc1cc(C#N)c(Cc2ccc(COC3CCCCO3)cc2)c(C#N)c1OS(C)(=O)=O, predict the reactants needed to synthesize it. The reactants are: CC1(C)OB(Cc2ccc(COC3CCCCO3)cc2)OC1(C)C.CS(=O)(=O)Oc1cc(C#N)c(Br)c(C#N)c1OS(C)(=O)=O. (8) The reactants are: COc1nc(Cl)nc(Nc2ccc(-n3cnc(C)c3)c(OC)c2)n1.Cc1ncccc1O. Given the product COc1nc(Nc2ccc(-n3cnc(C)c3)c(OC)c2)nc(Oc2cccnc2C)n1, predict the reactants needed to synthesize it.